From a dataset of Peptide-MHC class I binding affinity with 185,985 pairs from IEDB/IMGT. Regression. Given a peptide amino acid sequence and an MHC pseudo amino acid sequence, predict their binding affinity value. This is MHC class I binding data. (1) The peptide sequence is AMNREVSSL. The MHC is HLA-A68:02 with pseudo-sequence HLA-A68:02. The binding affinity (normalized) is 0.149. (2) The peptide sequence is KLFKRERDAI. The MHC is HLA-A02:03 with pseudo-sequence HLA-A02:03. The binding affinity (normalized) is 0.557. (3) The peptide sequence is MARPADASM. The MHC is HLA-A03:01 with pseudo-sequence HLA-A03:01. The binding affinity (normalized) is 0.0847. (4) The peptide sequence is FMLIFNVKSK. The MHC is HLA-A33:01 with pseudo-sequence HLA-A33:01. The binding affinity (normalized) is 0.0874. (5) The peptide sequence is ILQEMSETY. The MHC is HLA-B15:17 with pseudo-sequence HLA-B15:17. The binding affinity (normalized) is 0.442. (6) The peptide sequence is RNFWLYRL. The MHC is H-2-Kb with pseudo-sequence H-2-Kb. The binding affinity (normalized) is 0.623.